Dataset: Forward reaction prediction with 1.9M reactions from USPTO patents (1976-2016). Task: Predict the product of the given reaction. (1) The product is: [CH3:1][O:2][C:3]([NH:14][C:15]([C:17]1[N:18]=[CH:19][N:20]([CH2:25][C:26]2[CH:27]=[CH:28][CH:29]=[CH:30][CH:31]=2)[C:21]=1[NH2:22])=[O:16])([C:9]([O:11][CH2:12][CH3:13])=[O:10])[C:4]([O:6][CH2:7][CH3:8])=[O:5]. Given the reactants [CH3:1][O:2][C:3]([NH:14][C:15]([C:17]1[N:18]=[CH:19][N:20]([CH2:25][C:26]2[CH:31]=[CH:30][CH:29]=[CH:28][CH:27]=2)[C:21]=1[N+:22]([O-])=O)=[O:16])([C:9]([O:11][CH2:12][CH3:13])=[O:10])[C:4]([O:6][CH2:7][CH3:8])=[O:5], predict the reaction product. (2) Given the reactants [O:1]1[CH2:6][CH2:5][CH2:4][O:3][CH:2]1[C:7]1[N:12]=[CH:11][C:10]([C:13]2[S:21][C:20]3[C:15](=[N:16][CH:17]=[CH:18][C:19]=3[O:22][C:23]3[CH:29]=[CH:28][C:26]([NH2:27])=[CH:25][C:24]=3[F:30])[CH:14]=2)=[CH:9][CH:8]=1.[N:31]1[CH:36]=C[CH:34]=[CH:33][CH:32]=1.ClC(OC1C=CC=CC=1)=[O:39].C1(N)CC1, predict the reaction product. The product is: [O:1]1[CH2:6][CH2:5][CH2:4][O:3][CH:2]1[C:7]1[N:12]=[CH:11][C:10]([C:13]2[S:21][C:20]3[C:15](=[N:16][CH:17]=[CH:18][C:19]=3[O:22][C:23]3[CH:29]=[CH:28][C:26]([NH:27][C:36]([NH:31][CH:32]4[CH2:34][CH2:33]4)=[O:39])=[CH:25][C:24]=3[F:30])[CH:14]=2)=[CH:9][CH:8]=1. (3) Given the reactants C1C=C(Cl)C=C(C(OO)=[O:9])C=1.[CH:12]1(/[CH:17]=[C:18](\[C:27]2[CH:28]=[N:29][C:30]([S:33][CH3:34])=[CH:31][CH:32]=2)/[C:19]([NH:21][C:22]2[S:23][CH:24]=[CH:25][N:26]=2)=[O:20])[CH2:16][CH2:15][CH2:14][CH2:13]1, predict the reaction product. The product is: [CH:12]1(/[CH:17]=[C:18](\[C:27]2[CH:28]=[N:29][C:30]([S:33]([CH3:34])=[O:9])=[CH:31][CH:32]=2)/[C:19]([NH:21][C:22]2[S:23][CH:24]=[CH:25][N:26]=2)=[O:20])[CH2:16][CH2:15][CH2:14][CH2:13]1. (4) Given the reactants [H-].[Na+].[Cl:3][C:4]1[N:9]=[CH:8][N:7]=[C:6]([C:10]([C:12]2[CH:21]=[C:20]([CH3:22])[C:15]3[NH:16][C:17](=[O:19])[O:18][C:14]=3[CH:13]=2)=[O:11])[CH:5]=1.[CH2:23](I)[CH3:24], predict the reaction product. The product is: [Cl:3][C:4]1[N:9]=[CH:8][N:7]=[C:6]([C:10]([C:12]2[CH:21]=[C:20]([CH3:22])[C:15]3[N:16]([CH2:23][CH3:24])[C:17](=[O:19])[O:18][C:14]=3[CH:13]=2)=[O:11])[CH:5]=1. (5) Given the reactants [CH:1]([C:4]1[CH:5]=[CH:6][C:7]([S:10]([N:13]([CH2:21][C:22]([OH:24])=O)[C:14]2[CH:19]=[CH:18][C:17]([CH3:20])=[CH:16][CH:15]=2)(=[O:12])=[O:11])=[N:8][CH:9]=1)([CH3:3])[CH3:2].[CH2:25]([NH:27][CH2:28][C:29]1[CH:34]=[CH:33][CH:32]=[C:31]([CH3:35])[N:30]=1)[CH3:26], predict the reaction product. The product is: [CH2:25]([N:27]([CH2:28][C:29]1[CH:34]=[CH:33][CH:32]=[C:31]([CH3:35])[N:30]=1)[C:22](=[O:24])[CH2:21][N:13]([S:10]([C:7]1[CH:6]=[CH:5][C:4]([CH:1]([CH3:2])[CH3:3])=[CH:9][N:8]=1)(=[O:11])=[O:12])[C:14]1[CH:19]=[CH:18][C:17]([CH3:20])=[CH:16][CH:15]=1)[CH3:26].